This data is from Full USPTO retrosynthesis dataset with 1.9M reactions from patents (1976-2016). The task is: Predict the reactants needed to synthesize the given product. (1) Given the product [CH:9]([C:12]1[CH:13]=[C:14]([CH:17]=[CH:18][CH:19]=1)[C:15]#[N:16])([CH3:11])[CH3:10].[NH2:16][C:15]([C:14]1[CH:17]=[CH:18][CH:19]=[C:12]([CH:9]([CH3:11])[CH3:10])[CH:13]=1)([CH:20]=[CH2:21])[CH:2]=[CH2:6], predict the reactants needed to synthesize it. The reactants are: [Sm].[CH2:2]1[CH2:6]OCC1.II.[CH:9]([C:12]1[CH:13]=[C:14]([CH:17]=[CH:18][CH:19]=1)[C:15]#[N:16])([CH3:11])[CH3:10].[CH3:20][CH2:21]OCC. (2) The reactants are: [OH:1][C:2]1[C:7]([CH2:8][C:9]2([CH2:12][O:13][C:14]3[CH:19]=[CH:18][C:17]([O:20][CH3:21])=[CH:16][CH:15]=3)[CH2:11][CH2:10]2)=[C:6]([CH3:22])[O:5][C:4](=O)[C:3]=1[CH:24]([CH3:26])[CH3:25].[OH-].[NH4+:28]. Given the product [OH:1][C:2]1[C:7]([CH2:8][C:9]2([CH2:12][O:13][C:14]3[CH:19]=[CH:18][C:17]([O:20][CH3:21])=[CH:16][CH:15]=3)[CH2:11][CH2:10]2)=[C:6]([CH3:22])[NH:28][C:4](=[O:5])[C:3]=1[CH:24]([CH3:26])[CH3:25], predict the reactants needed to synthesize it. (3) Given the product [CH:18]1[C:19]2[C:24](=[CH:23][CH:22]=[CH:21][CH:20]=2)[CH:25]=[CH:26][C:17]=1[C:11]1([OH:16])[CH2:12][CH:13]2[NH:8][CH:9]([CH2:15][CH2:14]2)[CH2:10]1, predict the reactants needed to synthesize it. The reactants are: C([N:8]1[CH:13]2[CH2:14][CH2:15][CH:9]1[CH2:10][C:11]([C:17]1[CH:26]=[CH:25][C:24]3[C:19](=[CH:20][CH:21]=[CH:22][CH:23]=3)[CH:18]=1)([OH:16])[CH2:12]2)C1C=CC=CC=1.C([O-])=O.[NH4+]. (4) Given the product [Cl:1][C:2]1[C:3]([C:22]2[N:27]=[C:26]([NH:28][C:29]3[C:30]([C:35]([NH:41][CH3:40])=[O:37])=[CH:31][N:32]=[CH:33][CH:34]=3)[CH:25]=[CH:24][N:23]=2)=[N:4][N:5]([CH2:10][C:11]2[C:12]([F:21])=[CH:13][C:14]([O:18][CH2:19][CH3:20])=[CH:15][C:16]=2[F:17])[C:6]=1[CH:7]1[CH2:8][CH2:9]1, predict the reactants needed to synthesize it. The reactants are: [Cl:1][C:2]1[C:3]([C:22]2[N:27]=[C:26]([NH:28][C:29]3[CH:34]=[CH:33][N:32]=[CH:31][C:30]=3[C:35]([O:37]CC)=O)[CH:25]=[CH:24][N:23]=2)=[N:4][N:5]([CH2:10][C:11]2[C:16]([F:17])=[CH:15][C:14]([O:18][CH2:19][CH3:20])=[CH:13][C:12]=2[F:21])[C:6]=1[CH:7]1[CH2:9][CH2:8]1.[CH3:40][NH2:41]. (5) Given the product [Cl:1][C:2]1[C:10]([Cl:11])=[CH:9][CH:8]=[CH:7][C:3]=1[C:4]([NH:21][CH2:20][CH:19]([C:16]1[CH:17]=[CH:18][C:13]([F:12])=[CH:14][CH:15]=1)[C:22]1[CH:23]=[N:24][C:25]([C:28]([F:30])([F:31])[F:29])=[N:26][CH:27]=1)=[O:6], predict the reactants needed to synthesize it. The reactants are: [Cl:1][C:2]1[C:10]([Cl:11])=[CH:9][CH:8]=[CH:7][C:3]=1[C:4]([OH:6])=O.[F:12][C:13]1[CH:18]=[CH:17][C:16]([CH:19]([C:22]2[CH:23]=[N:24][C:25]([C:28]([F:31])([F:30])[F:29])=[N:26][CH:27]=2)[CH2:20][NH2:21])=[CH:15][CH:14]=1. (6) Given the product [CH3:26][O:27][C:28](=[O:36])[C:29]1[CH:34]=[CH:33][C:32]([NH:35][C:19]([C:16]2[CH:17]=[C:18]3[C:13]([CH2:12][CH2:11][N:10]3[S:7]([C:1]3[CH:6]=[CH:5][CH:4]=[CH:3][CH:2]=3)(=[O:9])=[O:8])=[CH:14][CH:15]=2)=[O:20])=[CH:31][CH:30]=1, predict the reactants needed to synthesize it. The reactants are: [C:1]1([S:7]([N:10]2[C:18]3[C:13](=[CH:14][CH:15]=[C:16]([C:19](O)=[O:20])[CH:17]=3)[CH2:12][CH2:11]2)(=[O:9])=[O:8])[CH:6]=[CH:5][CH:4]=[CH:3][CH:2]=1.S(Cl)(Cl)=O.[CH3:26][O:27][C:28](=[O:36])[C:29]1[CH:34]=[CH:33][C:32]([NH2:35])=[CH:31][CH:30]=1. (7) Given the product [CH3:18][C:8]1[CH:13]=[CH:12][C:11]([S:14]([O:7][CH2:6][CH:3]2[CH2:4][CH2:5][O:1][CH2:2]2)(=[O:16])=[O:15])=[CH:10][CH:9]=1, predict the reactants needed to synthesize it. The reactants are: [O:1]1[CH2:5][CH2:4][CH:3]([CH2:6][OH:7])[CH2:2]1.[C:8]1([CH3:18])[CH:13]=[CH:12][C:11]([S:14](Cl)(=[O:16])=[O:15])=[CH:10][CH:9]=1.C(N(CC)CC)C.